Dataset: CYP3A4 inhibition data for predicting drug metabolism from PubChem BioAssay. Task: Regression/Classification. Given a drug SMILES string, predict its absorption, distribution, metabolism, or excretion properties. Task type varies by dataset: regression for continuous measurements (e.g., permeability, clearance, half-life) or binary classification for categorical outcomes (e.g., BBB penetration, CYP inhibition). Dataset: cyp3a4_veith. (1) The drug is O=C(O)CCNCC(=O)O. The result is 0 (non-inhibitor). (2) The molecule is CCOC(=O)c1ccccc1NC(=O)/C(C)=C/C(=O)O. The result is 0 (non-inhibitor). (3) The drug is COc1ccccc1-c1cc(C(=O)Nc2cc(C)n(Cc3ccc(Cl)cc3)n2)no1. The result is 1 (inhibitor). (4) The drug is Cc1ccc(C(=O)N(CN2CCCC2=O)c2ccccc2)cc1C. The result is 1 (inhibitor). (5) The compound is Cc1ccc(/C=C/c2nnc(-c3cccs3)o2)cc1. The result is 0 (non-inhibitor). (6) The drug is COc1ccc(-c2noc(N(C)CC(=O)Nc3cccc(C(F)(F)F)c3)n2)cc1. The result is 1 (inhibitor). (7) The compound is CC(=O)N(C[C@@H](C)C(=O)O)c1c(I)cc(I)c(N)c1I. The result is 0 (non-inhibitor). (8) The compound is CC1=C(CC(=O)O)c2cc(F)ccc2/C1=C\c1ccc(S(C)=O)cc1. The result is 0 (non-inhibitor).